Dataset: Full USPTO retrosynthesis dataset with 1.9M reactions from patents (1976-2016). Task: Predict the reactants needed to synthesize the given product. (1) Given the product [NH2:1][C:2]1[N:7]=[CH:6][N:5]=[C:4]2[N:8]([CH:12]([C:14]3[CH:19]=[N:18][N:17]([C:20]4[CH:21]=[N:22][CH:23]=[CH:24][CH:25]=4)[C:16](=[O:26])[C:15]=3[C:27]3[CH:32]=[CH:31][CH:30]=[CH:29][CH:28]=3)[CH3:13])[N:9]=[C:10]([C:36]3[CH:37]=[C:38]([OH:40])[CH:39]=[C:34]([F:33])[CH:35]=3)[C:3]=12, predict the reactants needed to synthesize it. The reactants are: [NH2:1][C:2]1[N:7]=[CH:6][N:5]=[C:4]2[N:8]([CH:12]([C:14]3[CH:19]=[N:18][N:17]([C:20]4[CH:21]=[N:22][CH:23]=[CH:24][CH:25]=4)[C:16](=[O:26])[C:15]=3[C:27]3[CH:32]=[CH:31][CH:30]=[CH:29][CH:28]=3)[CH3:13])[N:9]=[C:10](I)[C:3]=12.[F:33][C:34]1[CH:35]=[C:36](B(O)O)[CH:37]=[C:38]([OH:40])[CH:39]=1. (2) The reactants are: [CH3:1][O:2][C:3]1[CH:4]=[C:5]([C:9]([N:11]2[C:20]3[C:15](=[CH:16][CH:17]=[CH:18][CH:19]=3)[C@H:14]([NH:21][C:22]3[CH:27]=[CH:26][CH:25]=[CH:24][N:23]=3)[CH2:13][C@@H:12]2[CH3:28])=[O:10])[CH:6]=[CH:7][CH:8]=1.[C:29](Cl)(=[O:31])[CH3:30]. Given the product [CH3:1][O:2][C:3]1[CH:4]=[C:5]([CH:6]=[CH:7][CH:8]=1)[C:9]([N:11]1[C:20]2[C:15](=[CH:16][CH:17]=[CH:18][CH:19]=2)[C@H:14]([N:21]([C:22]2[CH:27]=[CH:26][CH:25]=[CH:24][N:23]=2)[C:29](=[O:31])[CH3:30])[CH2:13][C@@H:12]1[CH3:28])=[O:10], predict the reactants needed to synthesize it. (3) The reactants are: [CH:1]1([CH2:4][N:5]([S:18]([CH3:21])(=[O:20])=[O:19])[C:6]2[CH:11]=[CH:10][CH:9]=[CH:8][C:7]=2[N:12]2[CH2:17][CH2:16][NH:15][CH2:14][CH2:13]2)[CH2:3][CH2:2]1.[C:22]([O:26][C:27]([CH2:29][C@H:30]([CH2:34][C:35]1[CH:40]=[CH:39][C:38]([Cl:41])=[CH:37][CH:36]=1)[C:31](O)=[O:32])=[O:28])([CH3:25])([CH3:24])[CH3:23].C1C=CC2N(O)N=NC=2C=1.C(Cl)CCl. Given the product [Cl:41][C:38]1[CH:37]=[CH:36][C:35]([CH2:34][C@H:30]([C:31]([N:15]2[CH2:16][CH2:17][N:12]([C:7]3[CH:8]=[CH:9][CH:10]=[CH:11][C:6]=3[N:5]([CH2:4][CH:1]3[CH2:2][CH2:3]3)[S:18]([CH3:21])(=[O:19])=[O:20])[CH2:13][CH2:14]2)=[O:32])[CH2:29][C:27]([O:26][C:22]([CH3:23])([CH3:25])[CH3:24])=[O:28])=[CH:40][CH:39]=1, predict the reactants needed to synthesize it. (4) The reactants are: C([O:3][C:4](=[O:40])[CH2:5][CH2:6][CH2:7][O:8][C:9]1[CH:14]=[CH:13][C:12]([C:15]([N:17]2[C:26]3[C:21](=[CH:22][CH:23]=[CH:24][CH:25]=3)[C@@H:20]([C:27](=[O:38])[N:28]([C:31]3[CH:36]=[CH:35][C:34]([Cl:37])=[CH:33][CH:32]=3)[CH2:29][CH3:30])[CH2:19][C@@H:18]2[CH3:39])=[O:16])=[CH:11][CH:10]=1)C.[OH-].[Li+].C(O)C. Given the product [Cl:37][C:34]1[CH:35]=[CH:36][C:31]([N:28]([CH2:29][CH3:30])[C:27]([C@@H:20]2[C:21]3[C:26](=[CH:25][CH:24]=[CH:23][CH:22]=3)[N:17]([C:15]([C:12]3[CH:11]=[CH:10][C:9]([O:8][CH2:7][CH2:6][CH2:5][C:4]([OH:40])=[O:3])=[CH:14][CH:13]=3)=[O:16])[C@@H:18]([CH3:39])[CH2:19]2)=[O:38])=[CH:32][CH:33]=1.[Cl:37][C:34]1[CH:35]=[CH:36][C:31]([N:28]([CH2:29][CH3:30])[C:27]([C@H:20]2[C:21]3[C:26](=[CH:25][CH:24]=[CH:23][CH:22]=3)[N:17]([C:15]([C:12]3[CH:11]=[CH:10][C:9]([O:8][CH2:7][CH2:6][CH2:5][C:4]([OH:40])=[O:3])=[CH:14][CH:13]=3)=[O:16])[C@@H:18]([CH3:39])[CH2:19]2)=[O:38])=[CH:32][CH:33]=1, predict the reactants needed to synthesize it.